This data is from Reaction yield outcomes from USPTO patents with 853,638 reactions. The task is: Predict the reaction yield, written as a fraction of the theoretical maximum amount of product (1.0 means a 100% yield; for example, 0.34 means a 34% yield). The reactants are F[C:2]1[C:27]([F:28])=[CH:26][C:25]([I:29])=[CH:24][C:3]=1[C:4]([C:6](=[CH:12][NH:13][CH2:14][CH2:15][O:16][Si:17]([C:20]([CH3:23])([CH3:22])[CH3:21])([CH3:19])[CH3:18])[C:7]([O:9][CH2:10][CH3:11])=[O:8])=[O:5].[H-].[Na+].Cl.O. The catalyst is C1COCC1. The product is [F:28][C:27]1[CH:26]=[C:25]([I:29])[CH:24]=[C:3]2[C:2]=1[N:13]([CH2:14][CH2:15][O:16][Si:17]([C:20]([CH3:21])([CH3:22])[CH3:23])([CH3:19])[CH3:18])[CH:12]=[C:6]([C:7]([O:9][CH2:10][CH3:11])=[O:8])[C:4]2=[O:5]. The yield is 0.920.